From a dataset of Reaction yield outcomes from USPTO patents with 853,638 reactions. Predict the reaction yield, written as a fraction of the theoretical maximum amount of product (1.0 means a 100% yield; for example, 0.34 means a 34% yield). (1) The reactants are [CH:1]1([C:4](N)=O)[CH2:3][CH2:2]1.F[B-](F)(F)F.C([O+](CC)CC)C.[NH2:19][C:20]1[C:21]([NH:29][C@H:30]2[CH2:35][CH2:34][C@H:33]([CH2:36][C:37]#[N:38])[CH2:32][CH2:31]2)=[C:22]2[S:28][CH:27]=[CH:26][C:23]2=[N:24][CH:25]=1. The catalyst is O1CCCC1.C(O)C. The product is [CH:1]1([C:4]2[N:29]([C@H:30]3[CH2:31][CH2:32][C@H:33]([CH2:36][C:37]#[N:38])[CH2:34][CH2:35]3)[C:21]3=[C:22]4[S:28][CH:27]=[CH:26][C:23]4=[N:24][CH:25]=[C:20]3[N:19]=2)[CH2:3][CH2:2]1. The yield is 0.0970. (2) The reactants are [Cl-].O[NH3+:3].[C:4](=[O:7])([O-])[OH:5].[Na+].CS(C)=O.[CH2:13]([C:17]1[N:18]=[C:19]([CH3:46])[N:20]([CH2:39][C:40]2[S:41][C:42]([Cl:45])=[CH:43][CH:44]=2)[C:21](=[O:38])[C:22]=1[CH2:23][C:24]1[CH:29]=[CH:28][C:27]([C:30]2[C:31]([C:36]#[N:37])=[CH:32][CH:33]=[CH:34][CH:35]=2)=[CH:26][CH:25]=1)[CH2:14][CH2:15][CH3:16]. The catalyst is C(OCC)(=O)C. The product is [CH2:13]([C:17]1[N:18]=[C:19]([CH3:46])[N:20]([CH2:39][C:40]2[S:41][C:42]([Cl:45])=[CH:43][CH:44]=2)[C:21](=[O:38])[C:22]=1[CH2:23][C:24]1[CH:25]=[CH:26][C:27]([C:30]2[CH:35]=[CH:34][CH:33]=[CH:32][C:31]=2[C:36]2[NH:3][C:4](=[O:7])[O:5][N:37]=2)=[CH:28][CH:29]=1)[CH2:14][CH2:15][CH3:16]. The yield is 0.450.